Dataset: Full USPTO retrosynthesis dataset with 1.9M reactions from patents (1976-2016). Task: Predict the reactants needed to synthesize the given product. (1) The reactants are: [Br:1][C:2]1[N:7]=[CH:6][C:5]([CH:8]=O)=[C:4](Cl)[CH:3]=1.C(N(CC)CC)C.O.[NH2:19][NH2:20]. Given the product [Br:1][C:2]1[N:7]=[CH:6][C:5]2[CH:8]=[N:19][NH:20][C:4]=2[CH:3]=1, predict the reactants needed to synthesize it. (2) Given the product [C:1]([O:5][C:6]([N:8]1[CH2:13][CH2:12][N:11]([C:14]2[CH:19]=[CH:18][CH:17]=[CH:16][C:15]=2[O:20][CH:21]2[CH2:26][CH2:25][CH2:24][N:23]([C:27](=[O:31])[CH:28]([CH3:30])[CH3:29])[CH2:22]2)[CH2:10][CH2:9]1)=[O:7])([CH3:4])([CH3:2])[CH3:3], predict the reactants needed to synthesize it. The reactants are: [C:1]([O:5][C:6]([N:8]1[CH2:13][CH2:12][N:11]([C:14]2[CH:19]=[CH:18][CH:17]=[CH:16][C:15]=2[O:20][CH:21]2[CH2:26][CH2:25][CH2:24][NH:23][CH2:22]2)[CH2:10][CH2:9]1)=[O:7])([CH3:4])([CH3:3])[CH3:2].[C:27](Cl)(=[O:31])[CH:28]([CH3:30])[CH3:29].C(N(CC)CC)C. (3) Given the product [CH:31]([N:14]([CH2:13][C@@H:11]1[CH2:12][NH:8][CH2:9][C@H:10]1[O:34][C:36](=[O:37])[NH:35][CH2:38][C:39]1[CH:44]=[CH:43][CH:42]=[C:41]([O:45][CH3:46])[CH:40]=1)[C:15](=[O:30])[C:16]1[CH:21]=[CH:20][C:19]([O:22][CH3:23])=[C:18]([O:24][CH2:25][CH2:26][CH2:27][O:28][CH3:29])[CH:17]=1)([CH3:33])[CH3:32], predict the reactants needed to synthesize it. The reactants are: C(OC([N:8]1[CH2:12][C@@H:11]([CH2:13][N:14]([CH:31]([CH3:33])[CH3:32])[C:15](=[O:30])[C:16]2[CH:21]=[CH:20][C:19]([O:22][CH3:23])=[C:18]([O:24][CH2:25][CH2:26][CH2:27][O:28][CH3:29])[CH:17]=2)[C@H:10]([OH:34])[CH2:9]1)=O)(C)(C)C.[N:35]([CH2:38][C:39]1[CH:44]=[CH:43][CH:42]=[C:41]([O:45][CH3:46])[CH:40]=1)=[C:36]=[O:37].CC#N.O.CC#N. (4) Given the product [CH3:1][O:2][C:3]([C:5]1[S:6][C:7]([C:14]2[CH:15]=[CH:16][CH:17]=[CH:18][CH:19]=2)=[CH:8][C:9]=1[N:10]([CH:11]([CH3:13])[CH3:12])[C:31]([C@@H:25]1[CH2:26][CH2:27][C@@H:28]([CH3:30])[CH2:29][C@@H:24]1[O:23][C:20](=[O:22])[CH3:21])=[O:32])=[O:4], predict the reactants needed to synthesize it. The reactants are: [CH3:1][O:2][C:3]([C:5]1[S:6][C:7]([C:14]2[CH:19]=[CH:18][CH:17]=[CH:16][CH:15]=2)=[CH:8][C:9]=1[NH:10][CH:11]([CH3:13])[CH3:12])=[O:4].[C:20]([O:23][C@H:24]1[CH2:29][C@H:28]([CH3:30])[CH2:27][CH2:26][C@H:25]1[C:31](Cl)=[O:32])(=[O:22])[CH3:21].C1C=CC(P(C2C=CC=CC=2)C2C=CC=CC=2)=CC=1.C([O-])(O)=O.[Na+]. (5) The reactants are: NC1C=CC(S(NC2C=CC=CC=2C)(=O)=O)=CC=1.[CH3:19][O:20][C:21]1[CH:26]=[C:25]([N+:27]([O-])=O)[CH:24]=[CH:23][C:22]=1[S:30]([NH:33][C:34]1[CH:39]=[CH:38][C:37]([O:40][CH3:41])=[CH:36][CH:35]=1)(=[O:32])=[O:31]. Given the product [NH2:27][C:25]1[CH:24]=[CH:23][C:22]([S:30]([NH:33][C:34]2[CH:39]=[CH:38][C:37]([O:40][CH3:41])=[CH:36][CH:35]=2)(=[O:32])=[O:31])=[C:21]([O:20][CH3:19])[CH:26]=1, predict the reactants needed to synthesize it. (6) Given the product [C:25]([O:29][C:30]([N:32]1[CH2:37][CH2:36][N:35]([C:38]2[S:39][C:40]([CH:43]=[C:21]([F:23])[F:22])=[CH:41][N:42]=2)[CH2:34][CH2:33]1)=[O:31])([CH3:28])([CH3:27])[CH3:26], predict the reactants needed to synthesize it. The reactants are: C1(P(C2C=CC=CC=2)C2C=CC=CC=2)C=CC=CC=1.Br[C:21](Br)([F:23])[F:22].[C:25]([O:29][C:30]([N:32]1[CH2:37][CH2:36][N:35]([C:38]2[S:39][C:40]([CH:43]=O)=[CH:41][N:42]=2)[CH2:34][CH2:33]1)=[O:31])([CH3:28])([CH3:27])[CH3:26]. (7) Given the product [Cl:36][C:33]1[CH:32]=[CH:31][C:30]([C:19]2[N:20]([CH2:23][C@H:24]([OH:29])[C:25]([F:26])([F:27])[F:28])[C:21](=[O:22])[N:17]([CH2:16][C:15]([NH:14][CH:3]([C:2]3[N:1]=[C:49]([C:48]([F:59])([F:58])[F:47])[O:39][N:38]=3)[C:4]3[CH:9]=[CH:8][CH:7]=[C:6]([C:10]([F:11])([F:13])[F:12])[CH:5]=3)=[O:37])[N:18]=2)=[CH:35][CH:34]=1, predict the reactants needed to synthesize it. The reactants are: [NH2:1]/[C:2](=[N:38]\[OH:39])/[CH:3]([NH:14][C:15](=[O:37])[CH2:16][N:17]1[C:21](=[O:22])[N:20]([CH2:23][C@H:24]([OH:29])[C:25]([F:28])([F:27])[F:26])[C:19]([C:30]2[CH:35]=[CH:34][C:33]([Cl:36])=[CH:32][CH:31]=2)=[N:18]1)[C:4]1[CH:9]=[CH:8][CH:7]=[C:6]([C:10]([F:13])([F:12])[F:11])[CH:5]=1.C(N(CC)CC)C.[F:47][C:48]([F:59])([F:58])[C:49](O[C:49](=O)[C:48]([F:59])([F:58])[F:47])=O. (8) Given the product [ClH:1].[Cl:1][C:2]1[C:3]([O:14][C@H:15]2[CH2:19][NH:18][C@H:17]([C:27]([O:29][CH3:30])=[O:28])[CH2:16]2)=[N:4][C:5]2[C:10]([N:11]=1)=[CH:9][CH:8]=[C:7]([O:12][CH3:13])[CH:6]=2, predict the reactants needed to synthesize it. The reactants are: [Cl:1][C:2]1[C:3]([O:14][C@H:15]2[CH2:19][N:18](C(OC(C)(C)C)=O)[C@H:17]([C:27]([O:29][CH3:30])=[O:28])[CH2:16]2)=[N:4][C:5]2[C:10]([N:11]=1)=[CH:9][CH:8]=[C:7]([O:12][CH3:13])[CH:6]=2.Cl.O1CCOCC1.